This data is from Catalyst prediction with 721,799 reactions and 888 catalyst types from USPTO. The task is: Predict which catalyst facilitates the given reaction. (1) Reactant: [OH:1][NH:2][C:3](=[O:9])[O:4][C:5]([CH3:8])([CH3:7])[CH3:6].[OH:10][CH:11]1[CH2:16][CH2:15][N:14]([C:17](=[O:19])[CH3:18])[CH2:13][CH2:12]1.[C:20](Cl)(Cl)=[O:21]. Product: [C:5]([O:4][C:3]([NH:2][O:1][C:20]([O:10][CH:11]1[CH2:16][CH2:15][N:14]([C:17](=[O:19])[CH3:18])[CH2:13][CH2:12]1)=[O:21])=[O:9])([CH3:8])([CH3:7])[CH3:6]. The catalyst class is: 11. (2) Reactant: [OH:1][CH2:2][CH2:3][C:4]1[CH:9]=[CH:8][CH:7]=[CH:6][C:5]=1[OH:10].S(=O)(=O)(O)O.[Br:16]N1C(=O)CCC1=O.S([O-])([O-])=S.[Na+].[Na+]. Product: [Br:16][C:8]1[CH:7]=[CH:6][C:5]([OH:10])=[C:4]([CH2:3][CH2:2][OH:1])[CH:9]=1. The catalyst class is: 674. (3) Reactant: [NH2:1][C:2]1[N:19]=[CH:18][C:5]2[N:6]=[CH:7][N:8]=[C:9]([NH:10][C:11]3[CH:16]=[CH:15][CH:14]=[C:13]([Br:17])[CH:12]=3)[C:4]=2[CH:3]=1.CCN(CC)CC.[C:27](Cl)(=[O:30])[CH:28]=[CH2:29].CO.CCOC(C)=O. Product: [Br:17][C:13]1[CH:12]=[C:11]([NH:10][C:9]2[C:4]3[CH:3]=[C:2]([NH:1][C:27](=[O:30])[CH:28]=[CH2:29])[N:19]=[CH:18][C:5]=3[N:6]=[CH:7][N:8]=2)[CH:16]=[CH:15][CH:14]=1. The catalyst class is: 230. (4) Reactant: [CH3:1][N:2]([CH2:10][CH2:11][CH:12]=[O:13])[C:3](=[O:9])[O:4][C:5]([CH3:8])([CH3:7])[CH3:6].[CH2:14]([Mg]Cl)[CH2:15][CH3:16]. Product: [OH:13][CH:12]([CH2:14][CH2:15][CH3:16])[CH2:11][CH2:10][N:2]([CH3:1])[C:3](=[O:9])[O:4][C:5]([CH3:8])([CH3:6])[CH3:7]. The catalyst class is: 365. (5) Reactant: [F:1][C:2]1[CH:7]=[C:6]([F:8])[CH:5]=[CH:4][C:3]=1[NH:9][C:10]1[CH:15]=[CH:14][C:13]([C:16]([C:18]2[CH:23]=[C:22]([O:24][CH2:25][CH:26]3[CH2:30][O:29]C(C)(C)[O:27]3)[CH:21]=[CH:20][C:19]=2[CH3:33])=[O:17])=[C:12]([N+:34]([O-:36])=[O:35])[CH:11]=1. Product: [F:1][C:2]1[CH:7]=[C:6]([F:8])[CH:5]=[CH:4][C:3]=1[NH:9][C:10]1[CH:15]=[CH:14][C:13]([C:16]([C:18]2[CH:23]=[C:22]([O:24][CH2:25][CH:26]([OH:27])[CH2:30][OH:29])[CH:21]=[CH:20][C:19]=2[CH3:33])=[O:17])=[C:12]([N+:34]([O-:36])=[O:35])[CH:11]=1. The catalyst class is: 484. (6) Reactant: [Br:1][C:2]1[CH:10]=[C:9]2[C:5]([C:6]3([CH2:16][CH2:15][C:14](=[O:17])[CH2:13][CH2:12]3)[C:7](=[O:11])[NH:8]2)=[CH:4][CH:3]=1.[Cl:18][CH2:19][CH2:20][OH:21].CS(O)(=O)=O.[C:27](=O)([O-])O.[Na+].Cl[CH2:33][Cl:34]. Product: [Br:1][C:2]1[CH:10]=[C:9]2[C:5]([C:6]3([CH2:12][CH2:13][C:14]([O:21][CH2:20][CH2:19][Cl:18])([O:17][CH2:27][CH2:33][Cl:34])[CH2:15][CH2:16]3)[C:7](=[O:11])[NH:8]2)=[CH:4][CH:3]=1. The catalyst class is: 11. (7) Reactant: C(N(CC)CC)C.CN(C(ON1N=NC2C=CC=NC1=2)=[N+](C)C)C.F[P-](F)(F)(F)(F)F.[NH2:32][C:33]1[N:37]([C@H:38]2[CH2:43][CH2:42][CH2:41][NH:40][CH2:39]2)[N:36]=[C:35]([C:44]2[CH:49]=[CH:48][C:47]([O:50][C:51]3[CH:56]=[CH:55][C:54]([F:57])=[CH:53][C:52]=3[F:58])=[CH:46][CH:45]=2)[C:34]=1[C:59]([NH2:61])=[O:60].[C:62](O)(=[O:65])[CH:63]=[CH2:64]. Product: [C:62]([N:40]1[CH2:41][CH2:42][CH2:43][C@H:38]([N:37]2[C:33]([NH2:32])=[C:34]([C:59]([NH2:61])=[O:60])[C:35]([C:44]3[CH:49]=[CH:48][C:47]([O:50][C:51]4[CH:56]=[CH:55][C:54]([F:57])=[CH:53][C:52]=4[F:58])=[CH:46][CH:45]=3)=[N:36]2)[CH2:39]1)(=[O:65])[CH:63]=[CH2:64]. The catalyst class is: 35. (8) Reactant: [C:1]([O:5][C:6]([N:8]1[CH2:12][C@@H:11]([CH2:13][C@H:14]([CH2:18][C:19]2[CH:24]=[CH:23][C:22]([O:25][CH3:26])=[C:21]([O:27][CH2:28][CH2:29][CH2:30][O:31][CH3:32])[CH:20]=2)[CH:15]([CH3:17])[CH3:16])[C@H:10]([NH2:33])[CH2:9]1)=[O:7])([CH3:4])([CH3:3])[CH3:2].[C:34]1([CH2:40][S:41](Cl)(=[O:43])=[O:42])[CH:39]=[CH:38][CH:37]=[CH:36][CH:35]=1.C(N(CC)CC)C. Product: [C:1]([O:5][C:6]([N:8]1[CH2:12][C@@H:11]([CH2:13][C@H:14]([CH2:18][C:19]2[CH:24]=[CH:23][C:22]([O:25][CH3:26])=[C:21]([O:27][CH2:28][CH2:29][CH2:30][O:31][CH3:32])[CH:20]=2)[CH:15]([CH3:16])[CH3:17])[C@H:10]([NH:33][S:41]([CH2:40][C:34]2[CH:39]=[CH:38][CH:37]=[CH:36][CH:35]=2)(=[O:43])=[O:42])[CH2:9]1)=[O:7])([CH3:2])([CH3:4])[CH3:3]. The catalyst class is: 2.